This data is from Forward reaction prediction with 1.9M reactions from USPTO patents (1976-2016). The task is: Predict the product of the given reaction. Given the reactants [CH:1]([N:4]1[C:8]([C:9]2[N:18]=[C:17]3[N:11]([CH2:12][CH2:13][O:14][C:15]4[CH:22]=[C:21]([OH:23])[CH:20]=[CH:19][C:16]=43)[CH:10]=2)=[N:7][CH:6]=[N:5]1)([CH3:3])[CH3:2].[C:24]([O:29][C:30]([CH3:33])([CH3:32])[CH3:31])(=[O:28])[C@@H:25]([CH3:27])O.CO, predict the reaction product. The product is: [C:30]([O:29][C:24](=[O:28])[C@@H:25]([O:23][C:21]1[CH:20]=[CH:19][C:16]2[C:17]3[N:11]([CH2:12][CH2:13][O:14][C:15]=2[CH:22]=1)[CH:10]=[C:9]([C:8]1[N:4]([CH:1]([CH3:3])[CH3:2])[N:5]=[CH:6][N:7]=1)[N:18]=3)[CH3:27])([CH3:33])([CH3:32])[CH3:31].